Predict which catalyst facilitates the given reaction. From a dataset of Catalyst prediction with 721,799 reactions and 888 catalyst types from USPTO. (1) Reactant: [CH2:1]([N:3]([CH:34]1[CH2:39][CH2:38][O:37][CH2:36][CH2:35]1)[C:4]1[C:5]([CH3:33])=[C:6]([CH:22]=[C:23]([C:25]#[C:26][CH:27]2[CH2:32][CH2:31][NH:30][CH2:29][CH2:28]2)[CH:24]=1)[C:7]([NH:9][CH2:10][C:11]1[C:12](=[O:21])[NH:13][C:14]([CH3:20])=[CH:15][C:16]=1[CH:17]([CH3:19])[CH3:18])=[O:8])[CH3:2].[CH3:40][C@@H:41]1[CH2:43][O:42]1. Product: [CH2:1]([N:3]([CH:34]1[CH2:39][CH2:38][O:37][CH2:36][CH2:35]1)[C:4]1[C:5]([CH3:33])=[C:6]([CH:22]=[C:23]([C:25]#[C:26][CH:27]2[CH2:28][CH2:29][N:30]([CH2:40][C@H:41]([OH:42])[CH3:43])[CH2:31][CH2:32]2)[CH:24]=1)[C:7]([NH:9][CH2:10][C:11]1[C:12](=[O:21])[NH:13][C:14]([CH3:20])=[CH:15][C:16]=1[CH:17]([CH3:19])[CH3:18])=[O:8])[CH3:2]. The catalyst class is: 5. (2) Reactant: [Cl:1][C:2]1[CH:7]=[CH:6][C:5]([CH2:8][CH2:9][NH:10][C:11]([C:13]2[CH:17]=[C:16]([NH2:18])[NH:15][N:14]=2)=[O:12])=[CH:4][CH:3]=1.[CH2:19]([O:21][C:22](=[O:33])[C:23](=[CH:29]OCC)[C:24](OCC)=[O:25])[CH3:20]. Product: [CH2:19]([O:21][C:22]([C:23]1[C:24](=[O:25])[N:15]2[N:14]=[C:13]([C:11](=[O:12])[NH:10][CH2:9][CH2:8][C:5]3[CH:6]=[CH:7][C:2]([Cl:1])=[CH:3][CH:4]=3)[CH:17]=[C:16]2[NH:18][CH:29]=1)=[O:33])[CH3:20]. The catalyst class is: 15. (3) Reactant: Cl.[CH3:2][S:3]([C:6]1[CH:11]=[CH:10][C:9]([C:12]2[CH:17]=[CH:16][C:15]([O:18][CH2:19][CH:20]3[CH2:25][CH2:24][NH:23][CH2:22][CH2:21]3)=[CH:14][N:13]=2)=[CH:8][CH:7]=1)(=[O:5])=[O:4].[CH3:26][C:27]1([O:30][CH2:29]1)[CH3:28].C([O-])([O-])=O.[K+].[K+]. Product: [CH3:26][C:27]([OH:30])([CH3:29])[CH2:28][N:23]1[CH2:24][CH2:25][CH:20]([CH2:19][O:18][C:15]2[CH:14]=[N:13][C:12]([C:9]3[CH:10]=[CH:11][C:6]([S:3]([CH3:2])(=[O:4])=[O:5])=[CH:7][CH:8]=3)=[CH:17][CH:16]=2)[CH2:21][CH2:22]1. The catalyst class is: 88. (4) Reactant: [Cl:1][C:2]1[CH:3]=[C:4]([CH:42]=[CH:43][CH:44]=1)[CH2:5][N:6]1[C:14]2[C:9](=[CH:10][C:11]([O:15][CH2:16][CH2:17]OS(C3C=CC(C)=CC=3)(=O)=O)=[CH:12][CH:13]=2)[C:8]([S:29]([C:32]2[C:41]3[C:36](=CC=CC=3)[CH:35]=[CH:34][CH:33]=2)(=[O:31])=[O:30])=[N:7]1.[CH:45]([NH2:48])([CH3:47])[CH3:46]. Product: [Cl:1][C:2]1[CH:3]=[C:4]([CH:42]=[CH:43][CH:44]=1)[CH2:5][N:6]1[C:14]2[C:9](=[CH:10][C:11]([O:15][CH2:16][CH2:17][NH:48][CH:45]([CH3:47])[CH3:46])=[CH:12][CH:13]=2)[C:8]([S:29]([C:32]2[C:41]3[C:36](=[CH:3][CH:2]=[CH:44][CH:43]=3)[CH:35]=[CH:34][CH:33]=2)(=[O:30])=[O:31])=[N:7]1. The catalyst class is: 1. (5) Reactant: FC(F)(F)C(O)=O.CC(OC([N:15](C(OC(C)(C)C)=O)[C:16]([C:18]1[CH:19]=[C:20]([O:45][CH2:46][C:47]2[CH:52]=[CH:51][CH:50]=[CH:49][CH:48]=2)[CH:21]=[C:22]2[C:26]=1[N:25](C(OC(C)(C)C)=O)[CH:24]=[C:23]2[CH:34]1[CH2:39][CH2:38][N:37]([S:40]([CH2:43][CH3:44])(=[O:42])=[O:41])[CH2:36][CH2:35]1)=[O:17])=O)(C)C. Product: [CH2:43]([S:40]([N:37]1[CH2:36][CH2:35][CH:34]([C:23]2[C:22]3[C:26](=[C:18]([C:16]([NH2:15])=[O:17])[CH:19]=[C:20]([O:45][CH2:46][C:47]4[CH:52]=[CH:51][CH:50]=[CH:49][CH:48]=4)[CH:21]=3)[NH:25][CH:24]=2)[CH2:39][CH2:38]1)(=[O:42])=[O:41])[CH3:44]. The catalyst class is: 2.